From a dataset of NCI-60 drug combinations with 297,098 pairs across 59 cell lines. Regression. Given two drug SMILES strings and cell line genomic features, predict the synergy score measuring deviation from expected non-interaction effect. Drug 1: CC1=C(C(CCC1)(C)C)C=CC(=CC=CC(=CC(=O)O)C)C. Drug 2: CC1C(C(CC(O1)OC2CC(OC(C2O)C)OC3=CC4=CC5=C(C(=O)C(C(C5)C(C(=O)C(C(C)O)O)OC)OC6CC(C(C(O6)C)O)OC7CC(C(C(O7)C)O)OC8CC(C(C(O8)C)O)(C)O)C(=C4C(=C3C)O)O)O)O. Cell line: HCT-15. Synergy scores: CSS=15.0, Synergy_ZIP=-5.60, Synergy_Bliss=-7.46, Synergy_Loewe=-28.1, Synergy_HSA=-6.33.